Task: Predict the product of the given reaction.. Dataset: Forward reaction prediction with 1.9M reactions from USPTO patents (1976-2016) (1) Given the reactants II.Br[CH2:4][CH2:5][CH:6]=[CH2:7].[CH2:8]([O:10][P:11]([C:16]([C:24]#[N:25])=[CH:17][CH:18]1[CH2:23][CH2:22][O:21][CH2:20][CH2:19]1)(=[O:15])[O:12][CH2:13][CH3:14])[CH3:9].[NH4+].[Cl-], predict the reaction product. The product is: [CH2:8]([O:10][P:11]([CH:16]([C:24]#[N:25])[CH:17]([CH:18]1[CH2:19][CH2:20][O:21][CH2:22][CH2:23]1)[CH2:7][CH2:6][CH:5]=[CH2:4])(=[O:15])[O:12][CH2:13][CH3:14])[CH3:9]. (2) Given the reactants Br[C:2]1[CH:3]=[C:4]([C:9]([OH:11])=O)[CH:5]=[N:6][C:7]=1Cl.[CH3:12][C:13]1[CH:17]=[C:16]([CH2:18][OH:19])[O:15][N:14]=1.[Cl:20][C:21]1[CH:26]=[CH:25][C:24](B(O)O)=[CH:23][CH:22]=1.[NH2:30][C@@H:31]1[CH2:36][CH2:35][CH2:34][CH2:33][C@H:32]1[OH:37], predict the reaction product. The product is: [Cl:20][C:21]1[CH:26]=[CH:25][C:24]([C:2]2[C:7]([O:19][CH2:18][C:16]3[O:15][N:14]=[C:13]([CH3:12])[CH:17]=3)=[N:6][CH:5]=[C:4]([CH:3]=2)[C:9]([NH:30][C@@H:31]2[CH2:36][CH2:35][CH2:34][CH2:33][C@H:32]2[OH:37])=[O:11])=[CH:23][CH:22]=1.